Predict the product of the given reaction. From a dataset of Forward reaction prediction with 1.9M reactions from USPTO patents (1976-2016). Given the reactants [C:1]1([P:7]([C:13]2[CH:18]=[CH:17][CH:16]=[CH:15][CH:14]=2)[C-:8]2[CH:12]=[CH:11][CH:10]=[CH:9]2)[CH:6]=[CH:5][CH:4]=[CH:3][CH:2]=1.[C-:19]1([P:24]([C:31]2[CH:36]=[CH:35][CH:34]=[CH:33][CH:32]=2)[C:25]2[CH:30]=[CH:29][CH:28]=[CH:27][CH:26]=2)[CH:23]=[CH:22][CH:21]=[CH:20]1.[Fe+2:37].[Cl:38][Pd:39][Cl:40], predict the reaction product. The product is: [CH:16]1[CH:15]=[CH:14][C:13]([P:7]([C:1]2[CH:6]=[CH:5][CH:4]=[CH:3][CH:2]=2)[C-:8]2[CH:12]=[CH:11][CH:10]=[CH:9]2)=[CH:18][CH:17]=1.[CH:34]1[CH:33]=[CH:32][C:31]([P:24]([C:25]2[CH:30]=[CH:29][CH:28]=[CH:27][CH:26]=2)[C-:19]2[CH:23]=[CH:22][CH:21]=[CH:20]2)=[CH:36][CH:35]=1.[Cl:38][Pd:39][Cl:40].[Fe+2:37].